From a dataset of Full USPTO retrosynthesis dataset with 1.9M reactions from patents (1976-2016). Predict the reactants needed to synthesize the given product. (1) Given the product [CH3:12][CH:10]1[CH2:9][CH:4]([C:5]([O:7][CH3:8])=[O:6])[CH2:3][CH2:2][NH:11]1, predict the reactants needed to synthesize it. The reactants are: Cl[C:2]1[CH:3]=[C:4]([CH:9]=[C:10]([CH3:12])[N:11]=1)[C:5]([O:7][CH3:8])=[O:6]. (2) The reactants are: [Cl:1][C:2]1[CH:17]=[CH:16][CH:15]=[C:14]([Cl:18])[C:3]=1[CH2:4][C:5]1[NH:9][C:8]2[CH:10]=[CH:11][CH:12]=[CH:13][C:7]=2[N:6]=1.[H-].[Na+].CN(C=O)C.Br[CH2:27][C:28]1[CH:37]=[CH:36][C:31]([C:32]([O:34][CH3:35])=[O:33])=[CH:30][CH:29]=1. Given the product [Cl:1][C:2]1[CH:17]=[CH:16][CH:15]=[C:14]([Cl:18])[C:3]=1[CH2:4][C:5]1[N:6]([CH2:27][C:28]2[CH:37]=[CH:36][C:31]([C:32]([O:34][CH3:35])=[O:33])=[CH:30][CH:29]=2)[C:7]2[CH:13]=[CH:12][CH:11]=[CH:10][C:8]=2[N:9]=1, predict the reactants needed to synthesize it. (3) Given the product [Cl:15][C:16]1[C:21]([Cl:22])=[CH:20][C:19]([CH:23]([Cl:8])[CH3:24])=[C:18]([O:26][CH3:27])[C:17]=1[CH:28]1[CH2:31][N:30]([C:32]([O:34][C:35]([CH3:38])([CH3:37])[CH3:36])=[O:33])[CH2:29]1, predict the reactants needed to synthesize it. The reactants are: CN(C)C=O.N1C(Cl)=NC(Cl)=NC=1[Cl:8].[Cl:15][C:16]1[C:21]([Cl:22])=[CH:20][C:19]([CH:23](O)[CH3:24])=[C:18]([O:26][CH3:27])[C:17]=1[CH:28]1[CH2:31][N:30]([C:32]([O:34][C:35]([CH3:38])([CH3:37])[CH3:36])=[O:33])[CH2:29]1. (4) Given the product [NH2:22][C@@H:20]([CH3:21])[C:19]([N:16]1[CH2:15][CH2:14][CH:13]([CH2:12][CH2:11][N:6]2[C:5]([S:31][C:32]3[S:33][C:34]4[C:40]([Cl:41])=[CH:39][CH:38]=[CH:37][C:35]=4[N:36]=3)=[N:4][C:3]3[C:7]2=[N:8][CH:9]=[N:10][C:2]=3[NH2:1])[CH2:18][CH2:17]1)=[O:30].[F:45][C:44]([F:47])([F:46])[C:42]([O-:48])=[O:43], predict the reactants needed to synthesize it. The reactants are: [NH2:1][C:2]1[N:10]=[CH:9][N:8]=[C:7]2[C:3]=1[N:4]=[C:5]([S:31][C:32]1[S:33][C:34]3[C:40]([Cl:41])=[CH:39][CH:38]=[CH:37][C:35]=3[N:36]=1)[N:6]2[CH2:11][CH2:12][CH:13]1[CH2:18][CH2:17][N:16]([C:19](=[O:30])[C@@H:20]([NH:22]C(=O)OC(C)(C)C)[CH3:21])[CH2:15][CH2:14]1.[C:42]([OH:48])([C:44]([F:47])([F:46])[F:45])=[O:43]. (5) Given the product [CH3:33][C:30]1([CH3:34])[CH2:31][C:32]2[N:24]([C:22]3[CH:21]=[CH:20][C:16]([C:17]([NH2:19])=[O:18])=[C:15]([NH:14][C@H:10]4[CH2:11][CH2:12][CH2:13][C@@H:9]4[OH:8])[CH:23]=3)[N:25]=[C:26]([C:36]([F:38])([F:39])[F:37])[C:27]=2[C:28](=[O:35])[CH2:29]1, predict the reactants needed to synthesize it. The reactants are: C([O:8][C@H:9]1[CH2:13][CH2:12][CH2:11][C@@H:10]1[NH:14][C:15]1[CH:23]=[C:22]([N:24]2[C:32]3[CH2:31][C:30]([CH3:34])([CH3:33])[CH2:29][C:28](=[O:35])[C:27]=3[C:26]([C:36]([F:39])([F:38])[F:37])=[N:25]2)[CH:21]=[CH:20][C:16]=1[C:17]([NH2:19])=[O:18])C1C=CC=CC=1. (6) Given the product [C:1]([O:9][CH2:12][CH2:11][Br:10])(=[O:8])[C:2]1[CH:7]=[CH:6][CH:5]=[CH:4][CH:3]=1, predict the reactants needed to synthesize it. The reactants are: [C:1]([OH:9])(=[O:8])[C:2]1[CH:7]=[CH:6][CH:5]=[CH:4][CH:3]=1.[Br:10][CH2:11][CH2:12]O.C1(N=C=NC2CCCCC2)CCCCC1.